This data is from NCI-60 drug combinations with 297,098 pairs across 59 cell lines. The task is: Regression. Given two drug SMILES strings and cell line genomic features, predict the synergy score measuring deviation from expected non-interaction effect. (1) Drug 1: CC1=CC=C(C=C1)C2=CC(=NN2C3=CC=C(C=C3)S(=O)(=O)N)C(F)(F)F. Drug 2: N.N.Cl[Pt+2]Cl. Cell line: NCIH23. Synergy scores: CSS=41.4, Synergy_ZIP=0.0834, Synergy_Bliss=-0.825, Synergy_Loewe=-15.2, Synergy_HSA=-2.52. (2) Drug 1: CC1=C(C(CCC1)(C)C)C=CC(=CC=CC(=CC(=O)O)C)C. Drug 2: CC1=C(C=C(C=C1)C(=O)NC2=CC(=CC(=C2)C(F)(F)F)N3C=C(N=C3)C)NC4=NC=CC(=N4)C5=CN=CC=C5. Cell line: MALME-3M. Synergy scores: CSS=10.6, Synergy_ZIP=0.177, Synergy_Bliss=0.625, Synergy_Loewe=-4.19, Synergy_HSA=-0.652. (3) Drug 1: C1C(C(OC1N2C=NC3=C(N=C(N=C32)Cl)N)CO)O. Drug 2: CC(C)(C#N)C1=CC(=CC(=C1)CN2C=NC=N2)C(C)(C)C#N. Cell line: TK-10. Synergy scores: CSS=21.3, Synergy_ZIP=-2.71, Synergy_Bliss=0.918, Synergy_Loewe=-5.11, Synergy_HSA=-2.56. (4) Drug 1: CC(C)(C#N)C1=CC(=CC(=C1)CN2C=NC=N2)C(C)(C)C#N. Drug 2: COC1=NC(=NC2=C1N=CN2C3C(C(C(O3)CO)O)O)N. Cell line: SF-268. Synergy scores: CSS=0.704, Synergy_ZIP=1.20, Synergy_Bliss=2.62, Synergy_Loewe=0.540, Synergy_HSA=-0.0856. (5) Drug 1: CC12CCC(CC1=CCC3C2CCC4(C3CC=C4C5=CN=CC=C5)C)O. Drug 2: CCC(=C(C1=CC=CC=C1)C2=CC=C(C=C2)OCCN(C)C)C3=CC=CC=C3.C(C(=O)O)C(CC(=O)O)(C(=O)O)O. Cell line: RPMI-8226. Synergy scores: CSS=25.1, Synergy_ZIP=5.70, Synergy_Bliss=6.00, Synergy_Loewe=0.600, Synergy_HSA=1.43.